This data is from Forward reaction prediction with 1.9M reactions from USPTO patents (1976-2016). The task is: Predict the product of the given reaction. Given the reactants CC(C)([O-])C.[K+].[CH3:7][C:8]([CH3:18])([O:12][CH2:13][C:14](OC)=[O:15])[C:9](=[O:11])[CH3:10], predict the reaction product. The product is: [CH3:7][C:8]1([CH3:18])[C:9](=[O:11])[CH2:10][C:14](=[O:15])[CH2:13][O:12]1.